This data is from Reaction yield outcomes from USPTO patents with 853,638 reactions. The task is: Predict the reaction yield, written as a fraction of the theoretical maximum amount of product (1.0 means a 100% yield; for example, 0.34 means a 34% yield). (1) The reactants are [C:1](=[O:22])([O:12]C1C=CC([N+]([O-])=O)=CC=1)[O:2][CH2:3][C:4]1[C:5]([CH3:11])=[N:6][CH:7]=[CH:8][C:9]=1[CH3:10].CCN(C(C)C)C(C)C.[NH:32]1[CH2:37][CH2:36][O:35][CH2:34][CH2:33]1. The catalyst is CN(C=O)C.CN(C1C=CN=CC=1)C.CCOC(C)=O. The product is [CH3:11][C:5]1[C:4]([CH2:3][O:2][C:1]([N:32]2[CH2:37][CH2:36][O:35][CH2:34][CH2:33]2)=[O:22])=[C:9]([CH3:10])[CH:8]=[CH:7][N:6]=1.[N:32]1([C:1]([OH:12])=[O:2])[CH2:37][CH2:36][O:35][CH2:34][CH2:33]1. The yield is 0.370. (2) The reactants are [CH:1]1[C:17]2[C:5](=[C:6]3[CH:51]=[CH:50][CH:49]=[CH:48][C:7]3=[C:8]3[C:16]=2[CH:15]([CH2:18][CH2:19][CH2:20][CH2:21][CH2:22][CH2:23][CH2:24][CH2:25][CH2:26][CH2:27][O:28][C:29]2[CH:39]=[CH:38][C:32]([C:33](OCC)=[O:34])=[CH:31][CH:30]=2)[C:14]2[C:9]3=[C:10]3[CH:47]=[CH:46][CH:45]=[CH:44][C:11]3=[C:12]3[CH:43]=[CH:42][CH:41]=[CH:40][C:13]3=2)[CH:4]=[CH:3][CH:2]=1.[H-].C([Al+]CC(C)C)C(C)C. The catalyst is C1COCC1. The product is [CH:40]1[C:13]2[C:12](=[C:11]3[CH:44]=[CH:45][CH:46]=[CH:47][C:10]3=[C:9]3[C:14]=2[CH:15]([CH2:18][CH2:19][CH2:20][CH2:21][CH2:22][CH2:23][CH2:24][CH2:25][CH2:26][CH2:27][O:28][C:29]2[CH:30]=[CH:31][C:32]([CH2:33][OH:34])=[CH:38][CH:39]=2)[C:16]2[C:8]3=[C:7]3[CH:48]=[CH:49][CH:50]=[CH:51][C:6]3=[C:5]3[CH:4]=[CH:3][CH:2]=[CH:1][C:17]3=2)[CH:43]=[CH:42][CH:41]=1. The yield is 0.940. (3) The reactants are Br[C:2]1[CH:3]=[C:4]([NH:17][S:18]([CH2:21][CH3:22])(=[O:20])=[O:19])[CH:5]=[CH:6][C:7]=1[O:8][C:9]1[CH:14]=[CH:13][C:12]([F:15])=[CH:11][C:10]=1[F:16].[F:23][C:24]1[C:25](=[O:40])[N:26]([CH3:39])[CH:27]=[C:28](B2OC(C)(C)C(C)(C)O2)[CH:29]=1. The catalyst is O1CCOCC1.C(=O)(O)[O-].C1C=CC(P(C2C=CC=CC=2)[C-]2C=CC=C2)=CC=1.C1C=CC(P(C2C=CC=CC=2)[C-]2C=CC=C2)=CC=1.Cl[Pd]Cl.[Fe+2]. The product is [F:16][C:10]1[CH:11]=[C:12]([F:15])[CH:13]=[CH:14][C:9]=1[O:8][C:7]1[CH:6]=[CH:5][C:4]([NH:17][S:18]([CH2:21][CH3:22])(=[O:20])=[O:19])=[CH:3][C:2]=1[C:28]1[CH:29]=[C:24]([F:23])[C:25](=[O:40])[N:26]([CH3:39])[CH:27]=1. The yield is 0.270. (4) The reactants are [CH2:1]([N:8]=[C:9]1[CH2:14][CH2:13][CH:12]([C:15]2[CH:20]=[CH:19][C:18]([O:21][Si:22]([C:25]([CH3:28])([CH3:27])[CH3:26])([CH3:24])[CH3:23])=[CH:17][C:16]=2[O:29][Si:30]([C:33]([CH3:36])([CH3:35])[CH3:34])([CH3:32])[CH3:31])[CH2:11][CH2:10]1)[C:2]1[CH:7]=[CH:6][CH:5]=[CH:4][CH:3]=1.O1CCCC1.CO.[BH4-].[Na+]. The catalyst is C(OCC)C.[OH-].[Na+]. The product is [CH2:1]([NH:8][C@H:9]1[CH2:10][CH2:11][C@H:12]([C:15]2[CH:20]=[CH:19][C:18]([O:21][Si:22]([C:25]([CH3:27])([CH3:28])[CH3:26])([CH3:23])[CH3:24])=[CH:17][C:16]=2[O:29][Si:30]([C:33]([CH3:36])([CH3:35])[CH3:34])([CH3:31])[CH3:32])[CH2:13][CH2:14]1)[C:2]1[CH:7]=[CH:6][CH:5]=[CH:4][CH:3]=1. The yield is 0.540. (5) The reactants are C([O:8][C:9]1[C:10]([C:19]([NH:21][CH2:22][C:23]2[CH:28]=[CH:27][C:26]([F:29])=[CH:25][CH:24]=2)=[O:20])=[CH:11][CH:12]=[C:13]2[C:18]=1N=CC=C2)C1C=CC=CC=1.Cl.CC(O)=[O:33]. No catalyst specified. The product is [F:29][C:26]1[CH:27]=[CH:28][C:23]([CH2:22][NH:21][C:19](=[O:20])[C:10]2[CH:11]=[CH:12][CH:13]=[C:18]([OH:33])[C:9]=2[OH:8])=[CH:24][CH:25]=1. The yield is 0.850. (6) The reactants are [C:1]([O:5][C:6](=[O:26])[NH:7][C:8]1[S:9][C:10]2[CH:16]=[C:15]([CH2:17]O)[CH:14]=[C:13]([C:19]3[CH:24]=[CH:23][CH:22]=[C:21]([Cl:25])[CH:20]=3)[C:11]=2[N:12]=1)([CH3:4])([CH3:3])[CH3:2].C1C=CC(P(C2C=CC=CC=2)C2C=CC=CC=2)=CC=1.C1C(=O)N([Br:53])C(=O)C1. The catalyst is C(Cl)Cl. The product is [C:1]([O:5][C:6](=[O:26])[NH:7][C:8]1[S:9][C:10]2[CH:16]=[C:15]([CH2:17][Br:53])[CH:14]=[C:13]([C:19]3[CH:24]=[CH:23][CH:22]=[C:21]([Cl:25])[CH:20]=3)[C:11]=2[N:12]=1)([CH3:4])([CH3:3])[CH3:2]. The yield is 0.730.